This data is from Retrosynthesis with 50K atom-mapped reactions and 10 reaction types from USPTO. The task is: Predict the reactants needed to synthesize the given product. (1) Given the product CCOC(=O)C(CCc1ccccc1)NC1CSC(c2cccs2)CN(CC(=O)O)C1=O, predict the reactants needed to synthesize it. The reactants are: CCOC(=O)C(CCc1ccccc1)NC1CSC(c2cccs2)CN(CC(=O)OC(C)(C)C)C1=O. (2) Given the product Cc1cc(-c2cc(F)c(NN)cn2)on1, predict the reactants needed to synthesize it. The reactants are: Cc1cc(-c2cc(F)c(F)cn2)on1.NN. (3) Given the product CCOC(=O)C1CC=CCC1N(Cc1ccc(F)cc1)C(=O)CC1=NS(=O)(=O)c2cc(NS(C)(=O)=O)ccc2N1, predict the reactants needed to synthesize it. The reactants are: CCOC(=O)C1CC=CCC1NCc1ccc(F)cc1.CS(=O)(=O)Nc1ccc2c(c1)S(=O)(=O)N=C(CC(=O)O)N2. (4) The reactants are: COC(=O)c1ccc(C(=O)O)c2ccccc12.Nc1c(Cl)cc(C(F)(C(F)(F)F)C(F)(F)F)cc1Cl. Given the product COC(=O)c1ccc(C(=O)Nc2c(Cl)cc(C(F)(C(F)(F)F)C(F)(F)F)cc2Cl)c2ccccc12, predict the reactants needed to synthesize it. (5) Given the product COC(=O)c1c(CS(=O)(=O)c2ccccc2)ccc(-c2ccsc2)c1OC, predict the reactants needed to synthesize it. The reactants are: COC(=O)c1c(CS(=O)(=O)c2ccccc2)ccc(Br)c1OC.OB(O)c1ccsc1. (6) Given the product CCN(CC)C(=O)Cn1ccc2c(C(=O)O)cccc21, predict the reactants needed to synthesize it. The reactants are: CCN(CC)C(=O)Cn1ccc2c(C(=O)OC)cccc21.